From a dataset of Full USPTO retrosynthesis dataset with 1.9M reactions from patents (1976-2016). Predict the reactants needed to synthesize the given product. (1) Given the product [O:18]=[C:13]1[C:12]2[C:4]([CH2:5][CH2:6][C:7]([OH:9])=[O:8])=[CH:3][NH:2][C:11]=2[CH2:17][CH2:16][CH2:15][CH2:14]1, predict the reactants needed to synthesize it. The reactants are: Cl.[NH2:2][CH2:3][C:4](=O)[CH2:5][CH2:6][C:7]([OH:9])=[O:8].[C:11]1(=O)[CH2:17][CH2:16][CH2:15][CH2:14][C:13](=[O:18])[CH2:12]1.C([O-])(=O)C.[Na+]. (2) Given the product [Cl:1][C:2]1[CH:3]=[C:4]2[C:9](=[CH:10][C:11]=1[F:12])[NH:8][C:7](=[O:13])[C:6](/[CH:14]=[N:22]/[S@@:20]([C:17]([CH3:19])([CH3:18])[CH3:16])=[O:21])=[CH:5]2, predict the reactants needed to synthesize it. The reactants are: [Cl:1][C:2]1[CH:3]=[C:4]2[C:9](=[CH:10][C:11]=1[F:12])[NH:8][C:7](=[O:13])[C:6]([CH:14]=O)=[CH:5]2.[CH3:16][C:17]([S@:20]([NH2:22])=[O:21])([CH3:19])[CH3:18]. (3) The reactants are: [C:1]([C:3]1[C:4]([O:18][CH:19]([C:24]2[CH:29]=[CH:28][CH:27]=[CH:26][CH:25]=2)[C:20]([O:22]C)=[O:21])=[N:5][C:6]2[CH2:7][CH2:8][CH2:9][CH2:10][C:11]=2[C:12]=1[C:13]1[S:14][CH:15]=[CH:16][CH:17]=1)#[N:2]. Given the product [C:1]([C:3]1[C:4]([O:18][CH:19]([C:24]2[CH:25]=[CH:26][CH:27]=[CH:28][CH:29]=2)[C:20]([OH:22])=[O:21])=[N:5][C:6]2[CH2:7][CH2:8][CH2:9][CH2:10][C:11]=2[C:12]=1[C:13]1[S:14][CH:15]=[CH:16][CH:17]=1)#[N:2], predict the reactants needed to synthesize it. (4) The reactants are: F[C:2]1[CH:7]=[CH:6][C:5]([CH2:8][CH2:9][OH:10])=[CH:4][C:3]=1[N+:11]([O-:13])=[O:12].[SH:14][CH2:15][C:16]([OH:18])=[O:17].C(=O)([O-])[O-].[K+].[K+].CN(C=O)C. Given the product [OH:10][CH2:9][CH2:8][C:5]1[CH:6]=[CH:7][C:2]([S:14][CH2:15][C:16]([OH:18])=[O:17])=[C:3]([N+:11]([O-:13])=[O:12])[CH:4]=1, predict the reactants needed to synthesize it. (5) Given the product [Cl:3][C:4]1[CH:9]=[C:8]([Cl:10])[CH:7]=[CH:6][C:5]=1[NH:11][C:12]1[N:16]([CH2:17][CH2:18][CH2:19][OH:20])[C:15]2[C:24]([N:28]([CH2:31][CH3:32])[CH2:29][CH3:30])=[CH:25][CH:26]=[CH:27][C:14]=2[N:13]=1, predict the reactants needed to synthesize it. The reactants are: [BH4-].[Li+].[Cl:3][C:4]1[CH:9]=[C:8]([Cl:10])[CH:7]=[CH:6][C:5]=1[NH:11][C:12]1[N:16]([CH2:17][CH2:18][C:19](OCC)=[O:20])[C:15]2[C:24]([N:28]([CH2:31][CH3:32])[CH2:29][CH3:30])=[CH:25][CH:26]=[CH:27][C:14]=2[N:13]=1. (6) The reactants are: [F:1][C:2]1[CH:7]=[C:6]([O:8][CH3:9])[C:5]([O:10][CH3:11])=[CH:4][C:3]=1[N+:12]([O-])=O.[Sn](Cl)Cl. Given the product [F:1][C:2]1[CH:7]=[C:6]([O:8][CH3:9])[C:5]([O:10][CH3:11])=[CH:4][C:3]=1[NH2:12], predict the reactants needed to synthesize it. (7) Given the product [I:14][C:11]1[CH:12]=[CH:13][C:8]([C:5]2[O:4][C:3]([CH2:2][N:17]3[CH2:22][CH2:21][CH2:20][CH2:19][CH2:18]3)=[N:7][N:6]=2)=[CH:9][CH:10]=1, predict the reactants needed to synthesize it. The reactants are: Cl[CH2:2][C:3]1[O:4][C:5]([C:8]2[CH:13]=[CH:12][C:11]([I:14])=[CH:10][CH:9]=2)=[N:6][N:7]=1.[I-].[K+].[NH:17]1[CH2:22][CH2:21][CH2:20][CH2:19][CH2:18]1. (8) Given the product [OH2:13].[ClH:2].[Cl:2][C:3]1[C:8]2[S:9][C:10]([C:12]([NH:14][C@@H:15]3[CH:20]4[CH2:21][CH2:22][N:17]([CH2:18][CH2:19]4)[CH2:16]3)=[O:13])=[CH:11][C:7]=2[CH:6]=[CH:5][CH:4]=1, predict the reactants needed to synthesize it. The reactants are: Cl.[Cl:2][C:3]1[C:8]2[S:9][C:10]([C:12]([NH:14][C@@H:15]3[CH:20]4[CH2:21][CH2:22][N:17]([CH2:18][CH2:19]4)[CH2:16]3)=[O:13])=[CH:11][C:7]=2[CH:6]=[CH:5][CH:4]=1.O. (9) Given the product [NH3:8].[C:40]([OH:39])(=[O:42])[CH2:41][CH2:19][C:20]([OH:21])=[O:45].[CH:1]1([C:4]2[CH:29]=[CH:28][C:7]3[NH:8][C:9]4[CH:26]=[C:25]([F:27])[CH:24]=[CH:23][C:10]=4[N:11]=[C:12]([N:13]4[CH2:18][CH2:17][N:16]([CH3:30])[C@@H:15]([CH2:19][CH2:20][O:21][CH3:22])[CH2:14]4)[C:6]=3[CH:5]=2)[CH2:2][CH2:3]1, predict the reactants needed to synthesize it. The reactants are: [CH:1]1([C:4]2[CH:29]=[CH:28][C:7]3[NH:8][C:9]4[CH:26]=[C:25]([F:27])[CH:24]=[CH:23][C:10]=4[N:11]=[C:12]([N:13]4[CH2:18][CH2:17][NH:16][C@@H:15]([CH2:19][CH2:20][O:21][CH3:22])[CH2:14]4)[C:6]=3[CH:5]=2)[CH2:3][CH2:2]1.[C:30](O[BH-]([O:39][C:40](=[O:42])[CH3:41])[O:39][C:40](=[O:42])[CH3:41])(=O)[CH3:30].[Na+].C=[O:45].